From a dataset of Full USPTO retrosynthesis dataset with 1.9M reactions from patents (1976-2016). Predict the reactants needed to synthesize the given product. (1) Given the product [CH2:9]1[O:19][C:18]2[CH:17]=[CH:16][C:13]([CH:14]=[N:3][OH:2])=[CH:12][C:11]=2[O:10]1, predict the reactants needed to synthesize it. The reactants are: Cl.[OH:2][NH2:3].CC([O-])=O.[Na+].[CH2:9]1[O:19][C:18]2[CH:17]=[CH:16][C:13]([CH:14]=O)=[CH:12][C:11]=2[O:10]1. (2) Given the product [NH2:35][C:29]1[CH:28]=[CH:27][C:26]([O:25][C:24]([F:23])([F:36])[F:37])=[CH:34][C:30]=1[C:31]([NH:3][CH2:4][C:5]([NH:7][C@@H:8]1[CH2:12][CH2:11][N:10]([CH2:13][C:14]2[C:22]3[C:17](=[CH:18][CH:19]=[CH:20][CH:21]=3)[NH:16][CH:15]=2)[CH2:9]1)=[O:6])=[O:32], predict the reactants needed to synthesize it. The reactants are: Cl.Cl.[NH2:3][CH2:4][C:5]([NH:7][C@@H:8]1[CH2:12][CH2:11][N:10]([CH2:13][C:14]2[C:22]3[C:17](=[CH:18][CH:19]=[CH:20][CH:21]=3)[NH:16][CH:15]=2)[CH2:9]1)=[O:6].[F:23][C:24]([F:37])([F:36])[O:25][C:26]1[CH:34]=[C:30]([C:31](O)=[O:32])[C:29]([NH2:35])=[CH:28][CH:27]=1.ON1C2C=CC=CC=2N=N1.Cl.C(N=C=NCCCN(C)C)C. (3) Given the product [NH2:8][C:7]1[C:3]([O:2][CH3:1])=[N:4][N:5]([CH:11]2[CH2:14][N:13]([C:15]([O:17][C:18]([CH3:19])([CH3:20])[CH3:21])=[O:16])[CH2:12]2)[CH:6]=1, predict the reactants needed to synthesize it. The reactants are: [CH3:1][O:2][C:3]1[C:7]([N+:8]([O-])=O)=[CH:6][N:5]([CH:11]2[CH2:14][N:13]([C:15]([O:17][C:18]([CH3:21])([CH3:20])[CH3:19])=[O:16])[CH2:12]2)[N:4]=1. (4) Given the product [CH:14]([S:16][CH:2]([C:4]1[CH:9]=[CH:8][CH:7]=[CH:6][C:5]=1[N+:10]([O-:12])=[O:11])[CH3:3])([CH3:15])[CH3:13], predict the reactants needed to synthesize it. The reactants are: Cl[CH:2]([C:4]1[CH:9]=[CH:8][CH:7]=[CH:6][C:5]=1[N+:10]([O-:12])=[O:11])[CH3:3].[CH3:13][CH:14]([S-:16])[CH3:15].[Na+]. (5) Given the product [CH3:1][C:2]1[C:3]([CH2:15][O:16][C:17]2[CH:22]=[CH:21][C:20]([N:23]3[C:27]([CH3:28])=[C:26]([Br:35])[C:25]([CH3:29])=[N:24]3)=[CH:19][C:18]=2[CH3:30])=[C:4]([N:8]2[C:12](=[O:13])[N:11]([CH3:14])[N:10]=[N:9]2)[CH:5]=[CH:6][CH:7]=1, predict the reactants needed to synthesize it. The reactants are: [CH3:1][C:2]1[C:3]([CH2:15][O:16][C:17]2[CH:22]=[CH:21][C:20]([N:23]3[C:27]([CH3:28])=[CH:26][C:25]([CH3:29])=[N:24]3)=[CH:19][C:18]=2[CH3:30])=[C:4]([N:8]2[C:12](=[O:13])[N:11]([CH3:14])[N:10]=[N:9]2)[CH:5]=[CH:6][CH:7]=1.C(Cl)(Cl)Cl.[Br:35]N1C(=O)CCC1=O.